This data is from Full USPTO retrosynthesis dataset with 1.9M reactions from patents (1976-2016). The task is: Predict the reactants needed to synthesize the given product. (1) Given the product [CH3:1][O:2][CH2:3][CH2:4][CH2:5][CH2:6][NH:7][C:8]1[CH:13]=[CH:12][CH:11]=[CH:10][C:9]=1[NH2:14], predict the reactants needed to synthesize it. The reactants are: [CH3:1][O:2][CH2:3][CH2:4][CH2:5][CH2:6][NH:7][C:8]1[CH:13]=[CH:12][CH:11]=[CH:10][C:9]=1[N+:14]([O-])=O. (2) Given the product [OH:11][C:5]1[CH:4]=[C:3]([O:2][CH3:1])[C:8]([O:9][CH3:10])=[CH:7][C:6]=1[C:12](=[O:14])[CH3:13], predict the reactants needed to synthesize it. The reactants are: [CH3:1][O:2][C:3]1[CH:4]=[C:5]([OH:11])[CH:6]=[CH:7][C:8]=1[O:9][CH3:10].[C:12](OC(=O)C)(=[O:14])[CH3:13].B(F)(F)F.CCOCC.